The task is: Predict the product of the given reaction.. This data is from Forward reaction prediction with 1.9M reactions from USPTO patents (1976-2016). (1) Given the reactants [CH2:1]([N:3]=[C:4]=NCCCN(C)C)C.[C:12]([O:16][C:17]([NH:19][C@@H:20]1[CH2:25][CH2:24][C@H:23]([C:26]([OH:28])=O)[CH2:22][CH2:21]1)=[O:18])([CH3:15])([CH3:14])[CH3:13].OC1C2N=NNC=2C=CC=1.CNC, predict the reaction product. The product is: [C:12]([O:16][C:17](=[O:18])[NH:19][C@H:20]1[CH2:25][CH2:24][C@@H:23]([C:26](=[O:28])[N:3]([CH3:4])[CH3:1])[CH2:22][CH2:21]1)([CH3:15])([CH3:14])[CH3:13]. (2) Given the reactants Cl([O-])=O.[Na+].[Br-].[Br-].[Br-].[C:21]1([PH+]([C:21]2[CH:26]=[CH:25][CH:24]=[CH:23][CH:22]=2)[C:21]2[CH:26]=[CH:25][CH:24]=[CH:23][CH:22]=2)[CH:26]=[CH:25][CH:24]=[CH:23][CH:22]=1.[C:21]1([PH+]([C:21]2[CH:26]=[CH:25][CH:24]=[CH:23][CH:22]=2)[C:21]2[CH:26]=[CH:25][CH:24]=[CH:23][CH:22]=2)[CH:26]=[CH:25][CH:24]=[CH:23][CH:22]=1.[C:46]1([OH:52])[CH:51]=[CH:50][CH:49]=[CH:48][CH:47]=1, predict the reaction product. The product is: [C:46]1([O:52][C:21]2[CH:22]=[CH:23][CH:24]=[CH:25][CH:26]=2)[CH:51]=[CH:50][CH:49]=[CH:48][CH:47]=1. (3) Given the reactants [CH3:1][C:2]([CH3:17])([C:12](=[O:16])[CH:13]([CH3:15])[CH3:14])[C:3]([O:5][CH2:6][C:7]([CH3:11])([CH3:10])[CH2:8][OH:9])=[O:4].C(Cl)Cl.C(N(CC)CC)C.[C:28](Cl)(=[O:32])[C:29]([CH3:31])=[CH2:30], predict the reaction product. The product is: [CH3:17][C:2]([CH3:1])([C:12](=[O:16])[CH:13]([CH3:14])[CH3:15])[C:3]([O:5][CH2:6][C:7]([CH3:10])([CH3:11])[CH2:8][O:9][C:28](=[O:32])[C:29]([CH3:31])=[CH2:30])=[O:4]. (4) Given the reactants [C:9](O[C:9]([O:11][C:12]([CH3:15])([CH3:14])[CH3:13])=[O:10])([O:11][C:12]([CH3:15])([CH3:14])[CH3:13])=[O:10].[O:16]=[C:17]1[N:21]([CH:22]2[CH2:27][CH2:26][NH:25][CH2:24][CH2:23]2)[C:20]2[CH:28]=[CH:29][CH:30]=[CH:31][C:19]=2[NH:18]1.O, predict the reaction product. The product is: [C:12]([O:11][C:9]([N:25]1[CH2:24][CH2:23][CH:22]([N:21]2[C:20]3[CH:28]=[CH:29][CH:30]=[CH:31][C:19]=3[NH:18][C:17]2=[O:16])[CH2:27][CH2:26]1)=[O:10])([CH3:13])([CH3:14])[CH3:15]. (5) Given the reactants [Br:1][C:2]1[CH:3]=[N:4][CH:5]=[C:6]([CH2:8]Cl)[CH:7]=1.C([O-])([O-])=O.[K+].[K+].[SH:16][CH2:17][C:18]([O:20][CH3:21])=[O:19], predict the reaction product. The product is: [Br:1][C:2]1[CH:7]=[C:6]([CH2:8][S:16][CH2:17][C:18]([O:20][CH3:21])=[O:19])[CH:5]=[N:4][CH:3]=1. (6) Given the reactants [C:1]([OH:5])(=[O:4])[CH2:2]O.[CH2:6]([OH:12])[CH2:7][CH2:8][CH2:9]CC.[CH3:13]O, predict the reaction product. The product is: [OH:12][CH2:6][CH2:7][CH2:8][CH2:9][CH2:2][C:1]([O:5][CH3:13])=[O:4]. (7) Given the reactants [CH3:1][C:2]1[C:7]2[N:8]=[C:9]([NH:11][C:12]3[CH:17]=[CH:16][CH:15]=[CH:14][C:13]=3[CH3:18])[O:10][C:6]=2[CH:5]=[C:4]([CH2:19][C:20](O)=[O:21])[CH:3]=1.F[P-](F)(F)(F)(F)F.N1(OC(N(C)C)=[N+](C)C)C2N=CC=CC=2N=N1.FC(F)(F)C(O)=O.[CH3:54][O:55][C:56](=[O:71])[CH2:57][C:58]1([C:64]2[CH:69]=[CH:68][C:67]([NH2:70])=[CH:66][CH:65]=2)[CH2:63][CH2:62][O:61][CH2:60][CH2:59]1, predict the reaction product. The product is: [CH3:54][O:55][C:56](=[O:71])[CH2:57][C:58]1([C:64]2[CH:65]=[CH:66][C:67]([NH:70][C:20](=[O:21])[CH2:19][C:4]3[CH:3]=[C:2]([CH3:1])[C:7]4[N:8]=[C:9]([NH:11][C:12]5[CH:17]=[CH:16][CH:15]=[CH:14][C:13]=5[CH3:18])[O:10][C:6]=4[CH:5]=3)=[CH:68][CH:69]=2)[CH2:59][CH2:60][O:61][CH2:62][CH2:63]1. (8) Given the reactants FC(F)(F)S(O[C:7]1[CH:16]=[CH:15][C:14]2[C:9](=[C:10]([C:17]3[CH:22]=[CH:21][N:20]=[CH:19][CH:18]=3)[CH:11]=[CH:12][N:13]=2)[N:8]=1)(=O)=O.C([Si](C)(C)[O:30][CH2:31][C:32]1[O:36][C:35](B(O)O)=[CH:34][CH:33]=1)(C)(C)C, predict the reaction product. The product is: [N:20]1[CH:21]=[CH:22][C:17]([C:10]2[CH:11]=[CH:12][N:13]=[C:14]3[C:9]=2[N:8]=[C:7]([C:35]2[O:36][C:32]([CH2:31][OH:30])=[CH:33][CH:34]=2)[CH:16]=[CH:15]3)=[CH:18][CH:19]=1.